From a dataset of Reaction yield outcomes from USPTO patents with 853,638 reactions. Predict the reaction yield, written as a fraction of the theoretical maximum amount of product (1.0 means a 100% yield; for example, 0.34 means a 34% yield). (1) The reactants are Br[C:2]1[C:10]2[S:9][N:8]=[CH:7][C:6]=2[C:5]([F:11])=[CH:4][CH:3]=1.[B:12]1([B:12]2[O:16][C:15]([CH3:18])([CH3:17])[C:14]([CH3:20])([CH3:19])[O:13]2)[O:16][C:15]([CH3:18])([CH3:17])[C:14]([CH3:20])([CH3:19])[O:13]1.C([O-])(=O)C.[K+]. The catalyst is O1CCOCC1.[Pd](Cl)Cl.C1(P(C2C=CC=CC=2)[C-]2C=CC=C2)C=CC=CC=1.[C-]1(P(C2C=CC=CC=2)C2C=CC=CC=2)C=CC=C1.[Fe+2]. The product is [F:11][C:5]1[C:6]2[CH:7]=[N:8][S:9][C:10]=2[C:2]([B:12]2[O:16][C:15]([CH3:18])([CH3:17])[C:14]([CH3:20])([CH3:19])[O:13]2)=[CH:3][CH:4]=1. The yield is 0.540. (2) The reactants are [N:1]([CH:4]1[CH2:9][CH2:8][C:7]2([C:13]3[CH:14]=[CH:15][CH:16]=[CH:17][C:12]=3[C:11](=[O:18])[O:10]2)[CH2:6][CH2:5]1)=[N+]=[N-]. The catalyst is CO.[Pd]. The product is [NH2:1][CH:4]1[CH2:5][CH2:6][C:7]2([C:13]3[CH:14]=[CH:15][CH:16]=[CH:17][C:12]=3[C:11](=[O:18])[O:10]2)[CH2:8][CH2:9]1. The yield is 0.900.